Task: Regression. Given a peptide amino acid sequence and an MHC pseudo amino acid sequence, predict their binding affinity value. This is MHC class I binding data.. Dataset: Peptide-MHC class I binding affinity with 185,985 pairs from IEDB/IMGT (1) The peptide sequence is RESIVCYFM. The MHC is HLA-B27:05 with pseudo-sequence HLA-B27:05. The binding affinity (normalized) is 0.213. (2) The peptide sequence is RMFLAMITY. The MHC is HLA-A30:01 with pseudo-sequence HLA-A30:01. The binding affinity (normalized) is 0.619. (3) The peptide sequence is LTEEVQWTEM. The MHC is Mamu-A01 with pseudo-sequence Mamu-A01. The binding affinity (normalized) is 0.158.